From a dataset of Reaction yield outcomes from USPTO patents with 853,638 reactions. Predict the reaction yield, written as a fraction of the theoretical maximum amount of product (1.0 means a 100% yield; for example, 0.34 means a 34% yield). (1) The reactants are Cl[C:2]([O:4][CH3:5])=[O:3].[Cl:6][C:7]1[CH:12]=[C:11]([F:13])[CH:10]=[CH:9][C:8]=1[OH:14].[OH-].[Na+]. The catalyst is O. The product is [C:2](=[O:3])([O:4][CH3:5])[O:14][C:8]1[CH:9]=[CH:10][C:11]([F:13])=[CH:12][C:7]=1[Cl:6]. The yield is 0.790. (2) The reactants are [Br:1][C:2]1[N:7]=[C:6]2[C:8]([CH3:19])=[C:9]([C:11]([CH:13]3[CH2:18][CH2:17][CH2:16][CH2:15][CH2:14]3)=O)[O:10][C:5]2=[CH:4][CH:3]=1.[NH2:20][C:21]1[CH:30]=[CH:29][C:24]([C:25]([O:27][CH3:28])=[O:26])=[CH:23][CH:22]=1.C(=O)([O-])O.[Na+].C([BH3-])#N.[Na+]. The catalyst is C(Cl)Cl.O1CCCC1.[Ti](Cl)(Cl)(Cl)Cl.C(O)(=O)C.C(N(CC)CC)C. The product is [Br:1][C:2]1[N:7]=[C:6]2[C:8]([CH3:19])=[C:9]([CH:11]([NH:20][C:21]3[CH:22]=[CH:23][C:24]([C:25]([O:27][CH3:28])=[O:26])=[CH:29][CH:30]=3)[CH:13]3[CH2:18][CH2:17][CH2:16][CH2:15][CH2:14]3)[O:10][C:5]2=[CH:4][CH:3]=1. The yield is 0.900. (3) The reactants are Br[C:2]1[CH:7]=[N:6][C:5]([I:8])=[CH:4][N:3]=1.[C:9](=O)([O-])[O-].[Cs+].[Cs+].C[N:16]1[CH2:21][CH2:20][NH:19][CH2:18][CH2:17]1. The catalyst is CN(C=O)C. The product is [I:8][C:5]1[N:6]=[CH:7][C:2]([N:16]2[CH2:21][CH2:20][NH:19][CH:18]([CH3:9])[CH2:17]2)=[N:3][CH:4]=1. The yield is 0.950.